From a dataset of Catalyst prediction with 721,799 reactions and 888 catalyst types from USPTO. Predict which catalyst facilitates the given reaction. (1) Reactant: [Cl:1][C:2]1[CH:7]=[CH:6][CH:5]=[CH:4][C:3]=1[C@H:8]([O:10][C:11]1[CH:15]=[C:14]([N:16]2[C:20]3[CH:21]=[C:22]([OH:25])[CH:23]=[CH:24][C:19]=3[N:18]=[CH:17]2)[S:13][C:12]=1[C:26]([O:28][CH3:29])=[O:27])[CH3:9].C1(P(C2C=CC=CC=2)C2C=CC=CC=2)C=CC=CC=1.O[CH:50]1[CH2:55][CH2:54][N:53]([C:56]([O:58][C:59]([CH3:62])([CH3:61])[CH3:60])=[O:57])[CH2:52][CH2:51]1.N(C(OC(C)C)=O)=NC(OC(C)C)=O. Product: [Cl:1][C:2]1[CH:7]=[CH:6][CH:5]=[CH:4][C:3]=1[C@H:8]([O:10][C:11]1[CH:15]=[C:14]([N:16]2[C:20]3[CH:21]=[C:22]([O:25][CH:50]4[CH2:55][CH2:54][N:53]([C:56]([O:58][C:59]([CH3:62])([CH3:61])[CH3:60])=[O:57])[CH2:52][CH2:51]4)[CH:23]=[CH:24][C:19]=3[N:18]=[CH:17]2)[S:13][C:12]=1[C:26]([O:28][CH3:29])=[O:27])[CH3:9]. The catalyst class is: 2. (2) Reactant: [C:1](/[CH:3]=[C:4](/[C:12]1[CH:13]=[C:14]([CH:19]=[CH:20][CH:21]=1)[C:15]([NH:17][CH3:18])=[O:16])\[C:5]1[CH:10]=[CH:9][C:8]([F:11])=[CH:7][CH:6]=1)#[N:2]. Product: [C:1]([CH2:3][CH:4]([C:12]1[CH:13]=[C:14]([CH:19]=[CH:20][CH:21]=1)[C:15]([NH:17][CH3:18])=[O:16])[C:5]1[CH:6]=[CH:7][C:8]([F:11])=[CH:9][CH:10]=1)#[N:2]. The catalyst class is: 15. (3) Reactant: [Cl:1][C:2]1[CH:7]=[CH:6][CH:5]=[CH:4][C:3]=1[C:8]1[CH:13]=[CH:12][N:11]=[CH:10][C:9]=1[NH2:14].[CH:15](OC)(OC)OC. Product: [Cl:1][C:2]1[CH:7]=[CH:6][CH:5]=[CH:4][C:3]=1[C:8]1[CH:13]=[CH:12][N:11]=[CH:10][C:9]=1[NH:14][CH3:15]. The catalyst class is: 55. (4) Reactant: [NH2:1][CH:2]1[CH2:7][CH2:6][N:5]([C:8]([C:10]2[CH:15]=[CH:14][C:13]([C:16]([N:18]3[CH2:23][CH2:22][CH:21]([NH2:24])[CH2:20][CH2:19]3)=[O:17])=[CH:12][CH:11]=2)=[O:9])[CH2:4][CH2:3]1.[ClH:25]. Product: [ClH:25].[ClH:25].[NH2:24][CH:21]1[CH2:22][CH2:23][N:18]([C:16]([C:13]2[CH:14]=[CH:15][C:10]([C:8]([N:5]3[CH2:6][CH2:7][CH:2]([NH2:1])[CH2:3][CH2:4]3)=[O:9])=[CH:11][CH:12]=2)=[O:17])[CH2:19][CH2:20]1. The catalyst class is: 12. (5) Reactant: [Cl:1][C:2]1[C:8]([O:9][CH3:10])=[CH:7][C:6]([O:11][CH3:12])=[C:5]([Cl:13])[C:3]=1[NH2:4].ClCCl.[C:17](Cl)(Cl)=[S:18]. Product: [Cl:1][C:2]1[C:3]([N:4]=[C:17]=[S:18])=[C:5]([Cl:13])[C:6]([O:11][CH3:12])=[CH:7][C:8]=1[O:9][CH3:10]. The catalyst class is: 6. (6) Reactant: FC(F)(F)C([NH:5][C@H:6]1[CH2:10][C@H:9]([C:11]2[CH:16]=[CH:15][CH:14]=[CH:13][CH:12]=2)[N:8]([CH2:17][CH:18]([CH3:20])[CH3:19])[C:7]1=[O:21])=O.C(=O)([O-])[O-].[K+].[K+]. Product: [NH2:5][C@H:6]1[CH2:10][C@H:9]([C:11]2[CH:16]=[CH:15][CH:14]=[CH:13][CH:12]=2)[N:8]([CH2:17][CH:18]([CH3:19])[CH3:20])[C:7]1=[O:21]. The catalyst class is: 24.